This data is from Full USPTO retrosynthesis dataset with 1.9M reactions from patents (1976-2016). The task is: Predict the reactants needed to synthesize the given product. (1) Given the product [C:1]([O:5][C:6]([N:8]1[CH2:13][CH2:12][CH:11]([S:15][C:16]2[N:17]([CH3:21])[CH:18]=[CH:19][N:20]=2)[CH2:10][CH2:9]1)=[O:7])([CH3:4])([CH3:3])[CH3:2], predict the reactants needed to synthesize it. The reactants are: [C:1]([O:5][C:6]([N:8]1[CH2:13][CH2:12][CH:11](O)[CH2:10][CH2:9]1)=[O:7])([CH3:4])([CH3:3])[CH3:2].[SH:15][C:16]1[N:17]([CH3:21])[CH:18]=[CH:19][N:20]=1. (2) The reactants are: C[O-].[Na+].C(O)(=O)C.[CH:8]([NH2:10])=[NH:9].Cl.C([O:14][C:15]([CH:17]1[CH2:22][CH2:21][N:20]([CH2:23][C:24]2[CH:29]=[CH:28][CH:27]=[CH:26][CH:25]=2)[CH2:19][C:18]1=O)=O)C.C(O)(=O)C. Given the product [CH2:23]([N:20]1[CH2:21][CH2:22][C:17]2[C:15](=[O:14])[NH:10][CH:8]=[N:9][C:18]=2[CH2:19]1)[C:24]1[CH:29]=[CH:28][CH:27]=[CH:26][CH:25]=1, predict the reactants needed to synthesize it. (3) Given the product [C:16]([O:20][C:21]([N:23]1[CH2:28][CH2:27][N:26]([C:13](=[O:15])[CH2:12][NH:11][C:9]([O:8][CH2:7][C:4]2[CH:3]=[CH:2][CH:1]=[CH:6][CH:5]=2)=[O:10])[CH2:25][CH2:24]1)=[O:22])([CH3:19])([CH3:17])[CH3:18], predict the reactants needed to synthesize it. The reactants are: [CH:1]1[CH:6]=[CH:5][C:4]([CH2:7][O:8][C:9]([NH:11][CH2:12][C:13]([OH:15])=O)=[O:10])=[CH:3][CH:2]=1.[C:16]([O:20][C:21]([N:23]1[CH2:28][CH2:27][NH:26][CH2:25][CH2:24]1)=[O:22])([CH3:19])([CH3:18])[CH3:17]. (4) Given the product [NH:1]1[C:9]2[C:4](=[CH:5][CH:6]=[CH:7][CH:8]=2)[C:3]([CH2:10][CH2:11][CH2:12][NH2:13])=[CH:2]1, predict the reactants needed to synthesize it. The reactants are: [NH:1]1[C:9]2[C:4](=[CH:5][CH:6]=[CH:7][CH:8]=2)[C:3]([CH2:10][CH2:11][CH2:12][NH-:13])=[CH:2]1.[H-].[Al+3].[Li+].[H-].[H-].[H-]. (5) Given the product [Cl:1][C:2]1[NH:10][C:9]2[C:8](=[O:11])[N:7]([CH2:12][CH2:13][CH2:14][C:15]3[O:27][N:28]=[C:29]([CH2:30][C:31]4[CH:36]=[CH:35][C:34]([OH:37])=[CH:33][CH:32]=4)[N:38]=3)[C:6](=[O:21])[N:5]([CH2:22][CH2:23][CH2:24][CH2:25][CH3:26])[C:4]=2[N:3]=1, predict the reactants needed to synthesize it. The reactants are: [Cl:1][C:2]1[NH:10][C:9]2[C:8](=[O:11])[N:7]([CH2:12][CH2:13][CH2:14][CH2:15]C(OCC)=O)[C:6](=[O:21])[N:5]([CH2:22][CH2:23][CH2:24][CH2:25][CH3:26])[C:4]=2[N:3]=1.[OH:27][NH:28]/[C:29](=[N:38]\[H])/[CH2:30][C:31]1[CH:36]=[CH:35][C:34]([OH:37])=[CH:33][CH:32]=1.[O-]CC.[Na+]. (6) Given the product [Cl:1][C:2]1[CH:7]=[CH:6][C:5]([C:8]2[N:12]([C:13]3[CH:18]=[CH:17][CH:16]=[CH:15][CH:14]=3)[N:11]=[C:10]([CH2:19][CH2:20][CH2:21][N:34]3[CH2:35][CH2:36][N:31]([C:25]4[CH:26]=[CH:27][C:28]([CH3:30])=[CH:29][C:24]=4[CH3:23])[CH2:32][CH2:33]3)[CH:9]=2)=[CH:4][CH:3]=1, predict the reactants needed to synthesize it. The reactants are: [Cl:1][C:2]1[CH:7]=[CH:6][C:5]([C:8]2[N:12]([C:13]3[CH:18]=[CH:17][CH:16]=[CH:15][CH:14]=3)[N:11]=[C:10]([CH2:19][CH2:20][CH:21]=O)[CH:9]=2)=[CH:4][CH:3]=1.[CH3:23][C:24]1[CH:29]=[C:28]([CH3:30])[CH:27]=[CH:26][C:25]=1[N:31]1[CH2:36][CH2:35][NH:34][CH2:33][CH2:32]1.CCN(C(C)C)C(C)C.[BH-](OC(C)=O)(OC(C)=O)OC(C)=O.[Na+]. (7) Given the product [C:50]([O:54][C:30](=[O:40])[NH:26][C@H:10]1[C@H:11]([C:13]2[CH:18]=[CH:17][C:16]([Cl:19])=[C:15]([F:20])[CH:14]=2)[CH2:12][N:8]([CH2:1][C:2]2[CH:3]=[CH:4][CH:5]=[CH:6][CH:7]=2)[CH2:9]1)([CH3:53])([CH3:52])[CH3:51], predict the reactants needed to synthesize it. The reactants are: [CH2:1]([N:8]1[CH2:12][C@@H:11]([C:13]2[CH:18]=[CH:17][C:16]([Cl:19])=[C:15]([F:20])[CH:14]=2)[C@H:10](C(O)=O)[CH2:9]1)[C:2]1[CH:7]=[CH:6][CH:5]=[CH:4][CH:3]=1.CC[N:26]([CH:30](C)C)C(C)C.C1(P(N=[N+]=[N-])(C2C=CC=CC=2)=[O:40])C=CC=CC=1.[C:50]([OH:54])([CH3:53])([CH3:52])[CH3:51]. (8) Given the product [Cl:3][C:4]1[CH:18]=[CH:17][C:7]([CH2:8][N:9]2[CH2:13][CH2:12][CH:11]([Br:15])[C:10]2=[O:16])=[CH:6][CH:5]=1, predict the reactants needed to synthesize it. The reactants are: [H-].[Na+].[Cl:3][C:4]1[CH:18]=[CH:17][C:7]([CH2:8][NH:9][C:10](=[O:16])[CH:11]([Br:15])[CH2:12][CH2:13]Br)=[CH:6][CH:5]=1.